From a dataset of Catalyst prediction with 721,799 reactions and 888 catalyst types from USPTO. Predict which catalyst facilitates the given reaction. (1) Reactant: [O:1]1[C:5]([CH2:6][OH:7])=[CH:4][N:3]=[CH:2]1.CN(C=O)C.[CH2:13](Br)[C:14]1[CH:19]=[CH:18][CH:17]=[CH:16][CH:15]=1.[H-].[Na+]. Product: [C:14]1([CH2:13][O:7][CH2:6][C:5]2[O:1][CH:2]=[N:3][CH:4]=2)[CH:19]=[CH:18][CH:17]=[CH:16][CH:15]=1. The catalyst class is: 6. (2) Reactant: [CH2:1]=[CH:2][C:3]1[CH:8]=[CH:7][CH:6]=[CH:5][CH:4]=1.[CH2:9]=[CH:10][C:11](=[CH2:13])[CH3:12].C([Li])CCC. Product: [CH2:1]=[CH:2][C:3]1[CH:8]=[CH:7][CH:6]=[CH:5][CH:4]=1.[CH2:9]=[CH:10][C:11](=[CH2:12])[CH3:13].[CH2:1]=[CH:2][C:3]1[CH:8]=[CH:7][CH:6]=[CH:5][CH:4]=1. The catalyst class is: 244.